Dataset: NCI-60 drug combinations with 297,098 pairs across 59 cell lines. Task: Regression. Given two drug SMILES strings and cell line genomic features, predict the synergy score measuring deviation from expected non-interaction effect. Drug 1: CC1=C2C(C(=O)C3(C(CC4C(C3C(C(C2(C)C)(CC1OC(=O)C(C(C5=CC=CC=C5)NC(=O)C6=CC=CC=C6)O)O)OC(=O)C7=CC=CC=C7)(CO4)OC(=O)C)O)C)OC(=O)C. Drug 2: CC1C(C(CC(O1)OC2CC(CC3=C2C(=C4C(=C3O)C(=O)C5=CC=CC=C5C4=O)O)(C(=O)C)O)N)O. Cell line: SK-OV-3. Synergy scores: CSS=36.0, Synergy_ZIP=-2.48, Synergy_Bliss=-2.96, Synergy_Loewe=-0.720, Synergy_HSA=0.782.